From a dataset of Forward reaction prediction with 1.9M reactions from USPTO patents (1976-2016). Predict the product of the given reaction. (1) Given the reactants [C:1]([O:5][C:6]([N:8]1[CH2:14][CH2:13][CH2:12][NH:11][CH2:10][CH2:9]1)=[O:7])([CH3:4])([CH3:3])[CH3:2].[C:15]1(=O)[CH2:18][CH2:17][CH2:16]1.C(O)(=O)C.C(O[BH-](OC(=O)C)OC(=O)C)(=O)C.[Na+].C([O-])(O)=O.[Na+], predict the reaction product. The product is: [CH:15]1([N:11]2[CH2:12][CH2:13][CH2:14][N:8]([C:6]([O:5][C:1]([CH3:4])([CH3:2])[CH3:3])=[O:7])[CH2:9][CH2:10]2)[CH2:18][CH2:17][CH2:16]1. (2) Given the reactants [H-].[Na+].[CH2:3]([O:10][C:11]([N:13]1[CH2:18][CH2:17][C:16]([OH:20])([CH3:19])[CH:15]([F:21])[CH2:14]1)=[O:12])[C:4]1[CH:9]=[CH:8][CH:7]=[CH:6][CH:5]=1.S(OC)(O[CH3:26])(=O)=O.C1OCCOCCOCCOCCOCCOC1, predict the reaction product. The product is: [CH2:3]([O:10][C:11]([N:13]1[CH2:18][CH2:17][C:16]([O:20][CH3:26])([CH3:19])[CH:15]([F:21])[CH2:14]1)=[O:12])[C:4]1[CH:5]=[CH:6][CH:7]=[CH:8][CH:9]=1. (3) Given the reactants [NH2:1][C:2]1[CH:7]=[CH:6][C:5]([Br:8])=[CH:4][N:3]=1.Br[CH2:10][C:11](=O)[C:12]([F:15])([F:14])[F:13].C(=O)([O-])[O-].[K+].[K+], predict the reaction product. The product is: [Br:8][C:5]1[CH:6]=[CH:7][C:2]2[N:3]([CH:10]=[C:11]([C:12]([F:15])([F:14])[F:13])[N:1]=2)[CH:4]=1. (4) Given the reactants [OH:1][CH:2]1[CH2:6][CH2:5][CH2:4][C:3]1([CH2:12][CH:13]([CH3:15])[CH3:14])[C:7]([O:9][CH2:10][CH3:11])=[O:8].C(Cl)Cl.[C:19](Cl)(=[O:26])[C:20]1[CH:25]=[CH:24][CH:23]=[CH:22][CH:21]=1, predict the reaction product. The product is: [CH2:12]([C:3]1([C:7]([O:9][CH2:10][CH3:11])=[O:8])[CH2:4][CH2:5][CH2:6][CH:2]1[O:1][C:19](=[O:26])[C:20]1[CH:25]=[CH:24][CH:23]=[CH:22][CH:21]=1)[CH:13]([CH3:14])[CH3:15]. (5) Given the reactants [NH:1]1[C:9]2[C:4](=[CH:5][CH:6]=[CH:7][CH:8]=2)[CH:3]=[C:2]1[S:10]([NH2:13])(=[O:12])=[O:11].C(N(CC)CC)C.C1(O[C:28](Cl)=[O:29])C=CC=CC=1.[NH2:31][C:32]1[S:33][C:34]([Br:37])=[CH:35][N:36]=1, predict the reaction product. The product is: [Br:37][C:34]1[S:33][C:32]([NH:31][C:28]([NH:13][S:10]([C:2]2[NH:1][C:9]3[C:4]([CH:3]=2)=[CH:5][CH:6]=[CH:7][CH:8]=3)(=[O:11])=[O:12])=[O:29])=[N:36][CH:35]=1. (6) Given the reactants [Br:1][C:2]1[C:3](O)=[C:4]([CH3:10])[C:5]([CH3:9])=[C:6]([OH:8])[CH:7]=1.[CH2:12](Br)[C:13]1[CH:18]=[CH:17][CH:16]=[CH:15][CH:14]=1.[C:20](=[O:23])([O-])[O-].[K+].[K+].[I-].[Na+], predict the reaction product. The product is: [Br:1][C:2]1[C:3]([O:23][CH2:20][C:2]2[CH:3]=[CH:4][CH:5]=[CH:6][CH:7]=2)=[C:4]([CH3:10])[C:5]([CH3:9])=[C:6]([O:8][CH2:12][C:13]2[CH:18]=[CH:17][CH:16]=[CH:15][CH:14]=2)[CH:7]=1. (7) Given the reactants [Cl:1][CH2:2][C:3]1[CH:4]=[C:5]([CH:9]=[CH:10][CH:11]=1)[C:6](O)=[O:7].S(Cl)(Cl)=O.Cl.CN.[CH:19]([N:22](CC)C(C)C)(C)C, predict the reaction product. The product is: [Cl:1][CH2:2][C:3]1[CH:4]=[C:5]([C:6]([NH:22][CH3:19])=[O:7])[CH:9]=[CH:10][CH:11]=1. (8) Given the reactants [CH3:1][N:2]([CH2:4][C:5]1[C:13]2[O:12][N:11]=[C:10]([CH2:14][CH2:15][CH:16]3[CH2:21][CH2:20][NH:19][CH2:18][CH2:17]3)[C:9]=2[CH:8]=[CH:7][C:6]=1[O:22][CH2:23][CH:24]1[CH2:26][CH2:25]1)[CH3:3].I[CH2:28][CH:29]1[O:34][CH2:33][CH2:32][CH2:31][O:30]1.C(N(CC)C(C)C)(C)C.O, predict the reaction product. The product is: [CH3:1][N:2]([CH2:4][C:5]1[C:13]2[O:12][N:11]=[C:10]([CH2:14][CH2:15][CH:16]3[CH2:21][CH2:20][N:19]([CH2:28][CH:29]4[O:34][CH2:33][CH2:32][CH2:31][O:30]4)[CH2:18][CH2:17]3)[C:9]=2[CH:8]=[CH:7][C:6]=1[O:22][CH2:23][CH:24]1[CH2:25][CH2:26]1)[CH3:3]. (9) Given the reactants [CH3:1][O:2][C:3](=[O:22])[CH:4]([C:11]1[CH:16]=[CH:15][C:14]([S:17]([CH3:20])(=[O:19])=[O:18])=[C:13](Br)[CH:12]=1)[CH2:5][CH:6]1[CH2:10][CH2:9][CH2:8][CH2:7]1.[Cu][C:24]#[N:25], predict the reaction product. The product is: [C:3]([O-:22])(=[O:2])[CH3:4].[CH3:1][O:2][C:3](=[O:22])[CH:4]([C:11]1[CH:16]=[CH:15][C:14]([S:17]([CH3:20])(=[O:19])=[O:18])=[C:13]([C:24]#[N:25])[CH:12]=1)[CH2:5][CH:6]1[CH2:10][CH2:9][CH2:8][CH2:7]1. (10) Given the reactants [CH3:1][N:2]1[C:13]2[C:5](=[CH:6][CH:7]=[C:8]3[C:12]=2[CH:11]=[N:10][NH:9]3)[CH:4]=[C:3]1[C:14]([OH:16])=O.C[N:18](C(ON1N=NC2C=CC=CC1=2)=[N+](C)C)C.[B-](F)(F)(F)F.[OH-].[NH4+].O, predict the reaction product. The product is: [CH3:1][N:2]1[C:13]2[C:5](=[CH:6][CH:7]=[C:8]3[C:12]=2[CH:11]=[N:10][NH:9]3)[CH:4]=[C:3]1[C:14]([NH2:18])=[O:16].